Dataset: Full USPTO retrosynthesis dataset with 1.9M reactions from patents (1976-2016). Task: Predict the reactants needed to synthesize the given product. (1) Given the product [N+:1]([C:4]1[CH:5]=[CH:6][C:7]2[O:13][C:15]([CH3:16])([CH3:22])[O:10][C:9](=[O:11])[C:8]=2[CH:12]=1)([O-:3])=[O:2], predict the reactants needed to synthesize it. The reactants are: [N+:1]([C:4]1[CH:12]=[C:8]([C:9]([OH:11])=[O:10])[C:7]([OH:13])=[CH:6][CH:5]=1)([O-:3])=[O:2].F[C:15](F)(F)[C:16](O)=O.F[C:22](F)(F)C(OC(=O)C(F)(F)F)=O. (2) Given the product [CH2:30]([O:29][P:28]1(=[O:32])[CH:22]=[C:23]([CH2:24][CH2:25][CH2:26][CH3:27])[CH:37]=[C:36]([CH2:35][CH2:34][C:38]2[CH:43]=[CH:42][CH:41]=[CH:40][CH:39]=2)[O:33]1)[CH3:31], predict the reactants needed to synthesize it. The reactants are: CC(P(C(C)(C)C)C1C(C2C=CC=CC=2)=CC=CC=1)(C)C.[C:22]([P:28](=[O:33])([OH:32])[O:29][CH2:30][CH3:31])#[C:23][CH2:24][CH2:25][CH2:26][CH3:27].[CH2:34]([C:38]1[CH:43]=[CH:42][CH:41]=[CH:40][CH:39]=1)[CH2:35][C:36]#[CH:37]. (3) Given the product [N:13]12[CH2:14][CH:15]([CH2:16][CH2:17][CH2:18]1)[C:19](=[O:21])[CH2:11][CH2:12]2, predict the reactants needed to synthesize it. The reactants are: CC(C)([O-])C.[K+].C(OC(=O)[CH2:11][CH2:12][N:13]1[CH2:18][CH2:17][CH2:16][CH:15]([C:19]([O:21]CC)=O)[CH2:14]1)C. (4) Given the product [Cl:1][C:2]1[CH:7]=[CH:6][C:5]([C:8]2[N:12]([CH2:13][C@H:14]([OH:19])[C:15]([F:16])([F:17])[F:18])[C:11](=[O:20])[N:10]([CH2:21][C:22]([NH:24][CH:25]([C:35]3[CH:40]=[CH:39][CH:38]=[C:37]([C:41]([F:44])([F:42])[F:43])[CH:36]=3)[C:26]([NH:28][CH2:29][CH2:30][C:31]([OH:33])=[O:32])=[O:27])=[O:23])[N:9]=2)=[CH:4][CH:3]=1, predict the reactants needed to synthesize it. The reactants are: [Cl:1][C:2]1[CH:7]=[CH:6][C:5]([C:8]2[N:12]([CH2:13][C@H:14]([OH:19])[C:15]([F:18])([F:17])[F:16])[C:11](=[O:20])[N:10]([CH2:21][C:22]([NH:24][CH:25]([C:35]3[CH:40]=[CH:39][CH:38]=[C:37]([C:41]([F:44])([F:43])[F:42])[CH:36]=3)[C:26]([NH:28][CH2:29][CH2:30][C:31]([O:33]C)=[O:32])=[O:27])=[O:23])[N:9]=2)=[CH:4][CH:3]=1.[OH-].[Li+].Cl. (5) Given the product [CH2:10]([O:9][CH:1]([O:19][CH2:15][CH3:16])[CH2:25][N:22]([CH2:21][CH2:2][C:3]1[CH:8]=[CH:7][CH:6]=[CH:5][CH:4]=1)[C:12](=[O:14])[CH2:11][CH2:10][O:9][CH2:1][CH2:2][C:3]1[CH:4]=[CH:5][CH:6]=[CH:7][CH:8]=1)[CH3:11], predict the reactants needed to synthesize it. The reactants are: [CH2:1]([O:9][CH2:10][CH2:11][C:12]([OH:14])=O)[CH2:2][C:3]1[CH:8]=[CH:7][CH:6]=[CH:5][CH:4]=1.[C:15](Cl)(=[O:19])[C:16](Cl)=O.[CH3:21][N:22]([CH3:25])C=O. (6) Given the product [CH:6]([C:17]1[CH:16]=[CH:18][C:5]([C:23]2[N:24]=[C:20]([NH:19][C:7](=[O:9])[CH2:6][C:2]3[S:1][CH:5]=[CH:4][CH:3]=3)[S:21][CH:22]=2)=[CH:4][CH:3]=1)([CH3:7])[CH3:2], predict the reactants needed to synthesize it. The reactants are: [S:1]1[CH:5]=[CH:4][CH:3]=[C:2]1[CH2:6][C:7]([OH:9])=O.C(N([CH:16]([CH3:18])[CH3:17])CC)(C)C.[NH2:19][C:20]1[S:21][CH:22]=[CH:23][N:24]=1. (7) The reactants are: [Cl:1][C:2]1[CH:3]=[C:4]([CH:7]=[C:8]([O:10][C:11]2[C:16]([Cl:17])=[CH:15][CH:14]=[C:13]([CH3:18])[C:12]=2[F:19])[CH:9]=1)[C:5]#[N:6].C1C(=O)N([Br:27])C(=O)C1. Given the product [Br:27][CH2:18][C:13]1[C:12]([F:19])=[C:11]([O:10][C:8]2[CH:7]=[C:4]([CH:3]=[C:2]([Cl:1])[CH:9]=2)[C:5]#[N:6])[C:16]([Cl:17])=[CH:15][CH:14]=1, predict the reactants needed to synthesize it. (8) Given the product [Cl:21][CH2:22][C:23]([N:25]1[CH2:29][CH2:28][CH2:27][C@H:26]1[C:30]#[N:32])=[O:24], predict the reactants needed to synthesize it. The reactants are: N1CCC[C@H]1C(N)=O.C(N(CC)CC)C.ClCC(Cl)=O.[Cl:21][CH2:22][C:23]([N:25]1[CH2:29][CH2:28][CH2:27][C@H:26]1[C:30]([NH2:32])=O)=[O:24].CN(C=O)C.S(Cl)(Cl)=O. (9) Given the product [C:1]([O:4][C@H:5]1[CH2:22][CH2:21][C@@:20]2([CH3:23])[C@@H:7]([CH2:8][CH2:9][C@:10]3([CH3:34])[C@@H:19]2[CH2:18][CH2:17][C@H:16]2[C@@:11]3([CH3:33])[CH2:12][CH2:13][C@@:14]3([C:30](=[O:31])[NH:43][C@H:44]4[CH2:47][C@@H:46]([C:48]([N:50]5[CH2:54][CH2:53][CH2:52][CH2:51]5)=[O:49])[C:45]4([CH3:56])[CH3:55])[CH2:26][CH2:25][C@@H:24]([C:27]([CH3:29])=[CH2:28])[C@@H:15]32)[C:6]1([CH3:36])[CH3:35])(=[O:3])[CH3:2], predict the reactants needed to synthesize it. The reactants are: [C:1]([O:4][C@H:5]1[CH2:22][CH2:21][C@@:20]2([CH3:23])[C@@H:7]([CH2:8][CH2:9][C@:10]3([CH3:34])[C@@H:19]2[CH2:18][CH2:17][C@H:16]2[C@@:11]3([CH3:33])[CH2:12][CH2:13][C@@:14]3([C:30](O)=[O:31])[CH2:26][CH2:25][C@@H:24]([C:27]([CH3:29])=[CH2:28])[C@@H:15]32)[C:6]1([CH3:36])[CH3:35])(=[O:3])[CH3:2].C(Cl)(C(Cl)=O)=O.[NH2:43][C@H:44]1[CH2:47][C@@H:46]([C:48]([N:50]2[CH2:54][CH2:53][CH2:52][CH2:51]2)=[O:49])[C:45]1([CH3:56])[CH3:55].CCN(CC)CC. (10) Given the product [C:8]([C:7]1[C:2]([C:34]2[C:35]([O:38][CH3:39])=[N:36][CH:37]=[C:32]([F:31])[CH:33]=2)=[CH:3][C:4]([O:29][CH3:30])=[C:5]([C:10]2[C:19]3[C:14](=[CH:15][C:16]([S:20]([NH:23][C:24]4[S:25][CH:26]=[N:27][N:28]=4)(=[O:22])=[O:21])=[CH:17][CH:18]=3)[N:13]=[CH:12][N:11]=2)[CH:6]=1)#[N:9], predict the reactants needed to synthesize it. The reactants are: Cl[C:2]1[C:7]([C:8]#[N:9])=[CH:6][C:5]([C:10]2[C:19]3[C:14](=[CH:15][C:16]([S:20]([NH:23][C:24]4[S:25][CH:26]=[N:27][N:28]=4)(=[O:22])=[O:21])=[CH:17][CH:18]=3)[N:13]=[CH:12][N:11]=2)=[C:4]([O:29][CH3:30])[CH:3]=1.[F:31][C:32]1[CH:33]=[C:34](B(O)O)[C:35]([O:38][CH3:39])=[N:36][CH:37]=1.P([O-])([O-])([O-])=O.[K+].[K+].[K+].